The task is: Predict the reactants needed to synthesize the given product.. This data is from Full USPTO retrosynthesis dataset with 1.9M reactions from patents (1976-2016). (1) Given the product [CH3:1][O:2][C:3]([C@H:4]1[C@H:5]([CH3:6])[O:7][C@@H:28]([CH3:29])[CH2:27][N:8]1[S:9][C:12]1[CH:17]=[CH:16][C:15]([O:18][CH2:19][C:20]2[CH:25]=[CH:24][C:23]([F:26])=[CH:22][CH:21]=2)=[CH:14][CH:13]=1)=[O:30], predict the reactants needed to synthesize it. The reactants are: [CH3:1][O:2][C:3](=[O:30])[C@H:4]([N:8]([CH2:27][CH:28]=[CH2:29])[S:9]([C:12]1[CH:17]=[CH:16][C:15]([O:18][CH2:19][C:20]2[CH:25]=[CH:24][C:23]([F:26])=[CH:22][CH:21]=2)=[CH:14][CH:13]=1)(=O)=O)[C@@H:5]([OH:7])[CH3:6].C(=O)([O-])[O-].[K+].[K+].C(B(CC)CC)C.[BH4-].[Na+]. (2) Given the product [CH2:1]([O:8][C:9]1[CH:10]=[C:11]([C:12]2[N:15]=[C:30]([CH3:31])[O:14][N:13]=2)[CH:16]=[C:17]([N+:27]([O-:29])=[O:28])[C:18]=1[O:19][CH2:20][C:21]1[CH:26]=[CH:25][CH:24]=[CH:23][CH:22]=1)[C:2]1[CH:7]=[CH:6][CH:5]=[CH:4][CH:3]=1, predict the reactants needed to synthesize it. The reactants are: [CH2:1]([O:8][C:9]1[CH:10]=[C:11]([CH:16]=[C:17]([N+:27]([O-:29])=[O:28])[C:18]=1[O:19][CH2:20][C:21]1[CH:26]=[CH:25][CH:24]=[CH:23][CH:22]=1)[C:12]([NH2:15])=[N:13][OH:14])[C:2]1[CH:7]=[CH:6][CH:5]=[CH:4][CH:3]=1.[C:30](O)(=O)[CH3:31].